Dataset: Peptide-MHC class I binding affinity with 185,985 pairs from IEDB/IMGT. Task: Regression. Given a peptide amino acid sequence and an MHC pseudo amino acid sequence, predict their binding affinity value. This is MHC class I binding data. (1) The peptide sequence is TLMLLALIAV. The MHC is HLA-A02:17 with pseudo-sequence HLA-A02:17. The binding affinity (normalized) is 0.157. (2) The peptide sequence is TRFWYINHTK. The MHC is HLA-A33:01 with pseudo-sequence HLA-A33:01. The binding affinity (normalized) is 0. (3) The peptide sequence is TIMAVLFVV. The MHC is HLA-A02:06 with pseudo-sequence HLA-A02:06. The binding affinity (normalized) is 0.552. (4) The peptide sequence is EQFPNATAF. The MHC is HLA-A02:01 with pseudo-sequence HLA-A02:01. The binding affinity (normalized) is 0.0847.